The task is: Regression. Given two drug SMILES strings and cell line genomic features, predict the synergy score measuring deviation from expected non-interaction effect.. This data is from NCI-60 drug combinations with 297,098 pairs across 59 cell lines. (1) Drug 1: CCC1=C2CN3C(=CC4=C(C3=O)COC(=O)C4(CC)O)C2=NC5=C1C=C(C=C5)O. Drug 2: CC1C(C(CC(O1)OC2CC(OC(C2O)C)OC3=CC4=CC5=C(C(=O)C(C(C5)C(C(=O)C(C(C)O)O)OC)OC6CC(C(C(O6)C)O)OC7CC(C(C(O7)C)O)OC8CC(C(C(O8)C)O)(C)O)C(=C4C(=C3C)O)O)O)O. Cell line: SN12C. Synergy scores: CSS=61.4, Synergy_ZIP=-2.09, Synergy_Bliss=0.895, Synergy_Loewe=-9.62, Synergy_HSA=1.23. (2) Cell line: OVCAR3. Drug 1: CN(CCCl)CCCl.Cl. Drug 2: C1CN(P(=O)(OC1)NCCCl)CCCl. Synergy scores: CSS=7.10, Synergy_ZIP=-6.20, Synergy_Bliss=-10.9, Synergy_Loewe=-24.7, Synergy_HSA=-12.4. (3) Drug 1: CC1=C(C=C(C=C1)NC(=O)C2=CC=C(C=C2)CN3CCN(CC3)C)NC4=NC=CC(=N4)C5=CN=CC=C5. Drug 2: C(CN)CNCCSP(=O)(O)O. Cell line: IGROV1. Synergy scores: CSS=-2.87, Synergy_ZIP=1.02, Synergy_Bliss=0.247, Synergy_Loewe=-2.73, Synergy_HSA=-2.71. (4) Drug 1: CC(C1=C(C=CC(=C1Cl)F)Cl)OC2=C(N=CC(=C2)C3=CN(N=C3)C4CCNCC4)N. Drug 2: C1=NC2=C(N1)C(=S)N=C(N2)N. Cell line: NCI-H460. Synergy scores: CSS=41.1, Synergy_ZIP=2.54, Synergy_Bliss=4.32, Synergy_Loewe=-0.933, Synergy_HSA=5.29. (5) Drug 1: CCCCCOC(=O)NC1=NC(=O)N(C=C1F)C2C(C(C(O2)C)O)O. Drug 2: CC1CCCC2(C(O2)CC(NC(=O)CC(C(C(=O)C(C1O)C)(C)C)O)C(=CC3=CSC(=N3)C)C)C. Cell line: KM12. Synergy scores: CSS=53.9, Synergy_ZIP=9.23, Synergy_Bliss=5.48, Synergy_Loewe=-27.2, Synergy_HSA=1.96. (6) Drug 1: C1=CN(C(=O)N=C1N)C2C(C(C(O2)CO)O)O.Cl. Drug 2: CC1=C(C(CCC1)(C)C)C=CC(=CC=CC(=CC(=O)O)C)C. Cell line: BT-549. Synergy scores: CSS=14.7, Synergy_ZIP=2.62, Synergy_Bliss=1.53, Synergy_Loewe=-12.8, Synergy_HSA=-1.64.